This data is from Forward reaction prediction with 1.9M reactions from USPTO patents (1976-2016). The task is: Predict the product of the given reaction. (1) Given the reactants [C:1]([N:4]1[CH2:9][CH2:8][N:7]([C:10]([C:12]2[CH:17]=[CH:16][C:15]([NH:18][C:19]3[N:24]=[C:23]([C:25]4[CH:30]=[CH:29][C:28]([NH2:31])=[CH:27][CH:26]=4)[CH:22]=[CH:21][N:20]=3)=[CH:14][CH:13]=2)=[O:11])[CH2:6][CH2:5]1)(=[O:3])[CH3:2].[C:32]1([S:38](Cl)(=[O:40])=[O:39])[CH:37]=[CH:36][CH:35]=[CH:34][CH:33]=1, predict the reaction product. The product is: [C:1]([N:4]1[CH2:9][CH2:8][N:7]([C:10]([C:12]2[CH:13]=[CH:14][C:15]([NH:18][C:19]3[N:24]=[C:23]([C:25]4[CH:26]=[CH:27][C:28]([NH:31][S:38]([C:32]5[CH:37]=[CH:36][CH:35]=[CH:34][CH:33]=5)(=[O:40])=[O:39])=[CH:29][CH:30]=4)[CH:22]=[CH:21][N:20]=3)=[CH:16][CH:17]=2)=[O:11])[CH2:6][CH2:5]1)(=[O:3])[CH3:2]. (2) Given the reactants ClC(Cl)(Cl)CO[C:5](=[O:28])[NH:6][C:7]1[C:8]([CH3:27])=[C:9]([CH3:26])[C:10]2[O:14][CH2:13][CH:12]([C:15]3[CH:20]=[CH:19][C:18]([CH:21]([CH3:23])[CH3:22])=[CH:17][CH:16]=3)[C:11]=2[C:24]=1[CH3:25].[OH:31][CH2:32][CH2:33][NH2:34], predict the reaction product. The product is: [OH:31][CH2:32][CH2:33][NH:34][C:5]([NH:6][C:7]1[C:8]([CH3:27])=[C:9]([CH3:26])[C:10]2[O:14][CH2:13][CH:12]([C:15]3[CH:16]=[CH:17][C:18]([CH:21]([CH3:22])[CH3:23])=[CH:19][CH:20]=3)[C:11]=2[C:24]=1[CH3:25])=[O:28].